Dataset: Full USPTO retrosynthesis dataset with 1.9M reactions from patents (1976-2016). Task: Predict the reactants needed to synthesize the given product. (1) Given the product [Cl:13][C:10]1[C:9]2[C:4](=[CH:5][C:6]([F:15])=[CH:7][C:8]=2[F:14])[N:3]=[C:2]([N:58]2[CH2:61][CH2:60][C:59]2=[O:62])[C:11]=1[CH3:12], predict the reactants needed to synthesize it. The reactants are: Cl[C:2]1[C:11]([CH3:12])=[C:10]([Cl:13])[C:9]2[C:4](=[CH:5][C:6]([F:15])=[CH:7][C:8]=2[F:14])[N:3]=1.CC1(C)C2C(=C(P(C3C=CC=CC=3)C3C=CC=CC=3)C=CC=2)OC2C(P(C3C=CC=CC=3)C3C=CC=CC=3)=CC=CC1=2.[NH:58]1[CH2:61][CH2:60][C:59]1=[O:62].C(=O)([O-])[O-].[Cs+].[Cs+]. (2) The reactants are: ClCCl.[CH3:4][C:5]1([CH3:24])[CH2:10][CH:9]([NH:11][CH:12]2[CH2:17][C:16]([CH3:19])([CH3:18])[NH:15][C:14]([CH3:21])([CH3:20])[CH2:13]2)[CH2:8][C:7]([CH3:23])([CH3:22])[NH:6]1.[C:25](Cl)(=[O:28])[CH:26]=[CH2:27].[OH-].[Na+]. Given the product [CH3:22][C:7]1([CH3:23])[CH2:8][CH:9]([N:11]([CH:12]2[CH2:17][C:16]([CH3:19])([CH3:18])[NH:15][C:14]([CH3:21])([CH3:20])[CH2:13]2)[C:25](=[O:28])[CH:26]=[CH2:27])[CH2:10][C:5]([CH3:24])([CH3:4])[NH:6]1, predict the reactants needed to synthesize it.